This data is from Full USPTO retrosynthesis dataset with 1.9M reactions from patents (1976-2016). The task is: Predict the reactants needed to synthesize the given product. (1) Given the product [I:22][C:5]1[CH:6]=[CH:7][CH:8]=[C:3]([O:2][CH3:1])[C:4]=1[NH:9][C:10](=[O:16])[O:11][C:12]([CH3:13])([CH3:15])[CH3:14], predict the reactants needed to synthesize it. The reactants are: [CH3:1][O:2][C:3]1[CH:8]=[CH:7][CH:6]=[CH:5][C:4]=1[NH:9][C:10](=[O:16])[O:11][C:12]([CH3:15])([CH3:14])[CH3:13].C([Li])(C)(C)C.[I:22]I.[O-]S([O-])(=S)=O.[Na+].[Na+]. (2) Given the product [F:28][C:29]1[CH:34]=[CH:33][C:32]([C:2]2[CH:3]=[CH:4][C:5]([CH2:6][O:7][C:8]3[CH:17]=[CH:16][CH:15]=[C:14]4[C:9]=3[CH:10]=[CH:11][C:12]([NH:18][S:19]([C:22]([F:23])([F:25])[F:24])(=[O:21])=[O:20])=[CH:13]4)=[CH:26][CH:27]=2)=[CH:31][CH:30]=1, predict the reactants needed to synthesize it. The reactants are: Br[C:2]1[CH:27]=[CH:26][C:5]([CH2:6][O:7][C:8]2[CH:17]=[CH:16][CH:15]=[C:14]3[C:9]=2[CH:10]=[CH:11][C:12]([NH:18][S:19]([C:22]([F:25])([F:24])[F:23])(=[O:21])=[O:20])=[CH:13]3)=[CH:4][CH:3]=1.[F:28][C:29]1[CH:34]=[CH:33][C:32](B(O)O)=[CH:31][CH:30]=1. (3) Given the product [OH:6][CH2:5][C:4]1[C:3]([O:2][CH3:1])=[CH:10][C:9]([O:11][CH3:12])=[C:8]([C:13]([N:15]2[CH2:16][CH2:17][C:18]3([O:25][C:24]4[CH:26]=[CH:27][CH:28]=[CH:29][C:23]=4[N:22]4[CH:30]=[CH:31][CH:32]=[C:21]34)[CH2:19][CH2:20]2)=[O:14])[CH:7]=1, predict the reactants needed to synthesize it. The reactants are: [CH3:1][O:2][C:3]1[CH:10]=[C:9]([O:11][CH3:12])[C:8]([C:13]([N:15]2[CH2:20][CH2:19][C:18]3([O:25][C:24]4[CH:26]=[CH:27][CH:28]=[CH:29][C:23]=4[N:22]4[CH:30]=[CH:31][CH:32]=[C:21]34)[CH2:17][CH2:16]2)=[O:14])=[CH:7][C:4]=1[CH:5]=[O:6].CO. (4) Given the product [C:1]1([C:19]2[CH:20]=[CH:21][CH:22]=[CH:23][CH:24]=2)[CH:6]=[CH:5][CH:4]=[C:3]([C:7]2[NH:8][C:9](=[O:17])[C:10]([OH:15])=[CH:11][C:12]=2[C:13]#[N:14])[CH:2]=1, predict the reactants needed to synthesize it. The reactants are: [C:1]1([C:19]2[CH:24]=[CH:23][CH:22]=[CH:21][CH:20]=2)[CH:6]=[CH:5][CH:4]=[C:3]([C:7]2[C:12]([C:13]#[N:14])=[CH:11][C:10]([O:15]C)=[C:9]([O:17]C)[N:8]=2)[CH:2]=1.B(Br)(Br)Br. (5) The reactants are: [CH3:1][O:2][C:3]1[CH:4]=[C:5]([CH:8]=[CH:9][C:10]=1[O:11][CH3:12])[CH:6]=[CH2:7].C([SiH](CC)CC)C.C(OCC)C. Given the product [CH3:1][O:2][C:3]1[CH:4]=[C:5]([CH2:6][CH3:7])[CH:8]=[CH:9][C:10]=1[O:11][CH3:12], predict the reactants needed to synthesize it. (6) Given the product [C:40]([O:44][C:45](=[O:64])[NH:46][CH2:47][CH2:48][CH2:49][CH2:50][N:51]([C:57]([O:59][C:60]([CH3:63])([CH3:62])[CH3:61])=[O:58])[CH2:52][CH2:53][CH2:54][N:55]([C:20]([C:22]1[CH:23]=[N:24][C:25]([Cl:28])=[CH:26][CH:27]=1)=[O:21])[CH3:56])([CH3:43])([CH3:42])[CH3:41], predict the reactants needed to synthesize it. The reactants are: C(OC(=O)NCCCCN(C(OCC1C=CC=CC=1)=O)CCCN[C:20]([C:22]1[CH:23]=[N:24][C:25]([Cl:28])=[CH:26][CH:27]=1)=[O:21])C1C=CC=CC=1.[C:40]([O:44][C:45](=[O:64])[NH:46][CH2:47][CH2:48][CH2:49][CH2:50][N:51]([C:57]([O:59][C:60]([CH3:63])([CH3:62])[CH3:61])=[O:58])[CH2:52][CH2:53][CH2:54][NH:55][CH3:56])([CH3:43])([CH3:42])[CH3:41].